From a dataset of Reaction yield outcomes from USPTO patents with 853,638 reactions. Predict the reaction yield, written as a fraction of the theoretical maximum amount of product (1.0 means a 100% yield; for example, 0.34 means a 34% yield). The reactants are S1[CH:5]=[CH:4][N:3]=[C:2]1[CH:6]=O.[NH:8]1[CH:12]=[CH:11][CH:10]=[CH:9]1.[C:13](O)(C(F)(F)F)=O. The catalyst is C(Cl)Cl. The product is [CH:5]1[CH:6]=[C:2]([CH2:13][C:12]2[NH:8][CH:9]=[CH:10][CH:11]=2)[NH:3][CH:4]=1. The yield is 0.620.